Dataset: Reaction yield outcomes from USPTO patents with 853,638 reactions. Task: Predict the reaction yield, written as a fraction of the theoretical maximum amount of product (1.0 means a 100% yield; for example, 0.34 means a 34% yield). (1) The reactants are [F:1][C:2]1([F:13])[C:8]([CH3:10])([CH3:9])[O:7][CH2:6][C:5](=[O:11])[NH:4][CH:3]1[CH3:12].[F:14][C:15]1[CH:21]=[CH:20][C:18]([NH2:19])=[CH:17][CH:16]=1. No catalyst specified. The product is [F:13][C:2]1([F:1])[C:8]([CH3:9])([CH3:10])[O:7][CH2:6][C:5](=[O:11])[NH:4][C@@:3]1([C:16]1[CH:17]=[C:18]([NH:19][C:18]2[CH:20]=[CH:21][C:15]([F:14])=[CH:16][CH:17]=2)[CH:20]=[CH:21][C:15]=1[F:14])[CH3:12]. The yield is 0.557. (2) The reactants are CO.Cl.[CH3:4][O:5][C:6]1[CH:11]=[CH:10][C:9]([NH:12][NH2:13])=[CH:8][CH:7]=1.[F:14][C:15]([F:27])([F:26])[C:16](=O)[CH2:17][C:18]([C:20]1[O:21][CH:22]=[CH:23][CH:24]=1)=O.FC(F)(F)C(O)=O. The catalyst is C(O)(C)C.O. The product is [O:21]1[CH:22]=[CH:23][CH:24]=[C:20]1[C:18]1[N:12]([C:9]2[CH:10]=[CH:11][C:6]([O:5][CH3:4])=[CH:7][CH:8]=2)[N:13]=[C:16]([C:15]([F:14])([F:26])[F:27])[CH:17]=1. The yield is 0.960. (3) The reactants are [Si]([O:8][CH2:9][CH2:10][O:11][CH2:12][C:13]1[N:18]=[CH:17][C:16]([CH:19]([CH3:24])[C:20]([O:22][CH3:23])=[O:21])=[CH:15][CH:14]=1)(C(C)(C)C)(C)C.CCCC[N+](CCCC)(CCCC)CCCC.[F-]. No catalyst specified. The product is [OH:8][CH2:9][CH2:10][O:11][CH2:12][C:13]1[N:18]=[CH:17][C:16]([CH:19]([CH3:24])[C:20]([O:22][CH3:23])=[O:21])=[CH:15][CH:14]=1. The yield is 0.740.